This data is from Experimentally validated miRNA-target interactions with 360,000+ pairs, plus equal number of negative samples. The task is: Binary Classification. Given a miRNA mature sequence and a target amino acid sequence, predict their likelihood of interaction. (1) The protein sequence of the target gene is MMADEEEEVKPILQKLQELVDQLYSFRDCYFETHSVEDAGRKQQDVQKEMEKTLQQMEEVVGSVQGKAQVLMLTGKALNVTPDYSPKAEELLSKAVKLEPELVEAWNQLGEVYWKKGDVAAAHTCFSGALTHCRNKVSLQNLSMVLRQLRTDTEDEHSHHVMDSVRQAKLAVQMDVHDGRSWYILGNSYLSLYFSTGQNPKISQQALSAYAQAEKVDRKASSNPDLHLNRATLHKYEESYGEALEGFSRAAALDPAWPEPRQREQQLLEFLDRLTSLLESKGKVKTKKLQSMLGSLRPAH.... The miRNA is hsa-miR-1976 with sequence CCUCCUGCCCUCCUUGCUGU. Result: 0 (no interaction). (2) The protein sequence of the target gene is MVQQAESSEAESNLPRDALDTEEGEFMACSPVALDESDPDWCKTASGHIKRPMNAFMVWSKIERRKIMEQSPDMHNAEISKRLGKRWKMLKDSEKIPFIREAERLRLKHMADYPDYKYRPRKKPKTDPAAKPSAGQSPDKSAAGAKAAKGPGKKCAKLKAPAGKAGAGKAAQPGDCAAGKAAKCVFLDDDDEDDDEDDELQLRPKPDADDDDDEPAHSHLLPPPTQQQPPQLLRRYSVAKVPASPTLSSAAESPEGASLYDEVRAGGRLYYSFKNITKQQPPPAPPALSPASSRCVSTSS.... The miRNA is mmu-miR-673-5p with sequence CUCACAGCUCUGGUCCUUGGAG. Result: 1 (interaction). (3) The miRNA is mmu-miR-384-3p with sequence AUUCCUAGAAAUUGUUCACAAU. The protein sequence of the target gene is MASTSTTIRSHSSSRRGFSANSARLPGVSRSGFSSISVSRSRGSGGLGGACGGAGFGSRSLYGLGGSKRISIGGGSCAISGGYGSRAGGSYGFGGAGSGFGFGGGAGIGFGLGGGAGLAGGFGGPGFPVCPPGGIQEVTVNQSLLTPLNLQIDPAIQRVRAEEREQIKTLNNKFASFIDKVRFLEQQNKVLDTKWTLLQEQGTKTVRQNLEPLFEQYINNLRRQLDSIVGERGRLDSELRNMQDLVEDLKNKYEDEINKRTAAENEFVTLKKDVDAAYMNKVELQAKADTLTDEINFLRA.... Result: 0 (no interaction). (4) The miRNA is dme-miR-313-3p with sequence UAUUGCACUUUUCACAGCCCGA. The protein sequence of the target gene is MSVKSPFNVMSRNNLEAPPCKMTEPFNFEKNENKLPPHESLRSPGTLPNHPNFRLKSSENGNKKNNFLLCEQTKQYLASQEDNSVSSNPNGINGEVVGSKGDRKKLPAGNSVSPPSAESNSPPKEVNIKPGNNVRPAKSKKLNKLVENSLSISNPGLFTSLGPPLRSTTCHRCGLFGSLRCSQCKQTYYCSTACQRRDWSAHSIVCRPVQPNFHKLENKSSIETKDVEVNNKSDCPLGVTKEIAIWAERIMFSDLRSLQLKKTMEIKGTVTEFKHPGDFYVQLYSSEVLEYMNQLSASLK.... Result: 0 (no interaction). (5) The miRNA is hsa-miR-4664-3p with sequence CUUCCGGUCUGUGAGCCCCGUC. The protein sequence of the target gene is MPPATGGGLAESELRPRRGRCGPQAARAAGRDVAAEAVARSPKRPAWGSRRFEAVGWWALLALVTLLSFATRFHRLDEPPHICWDETHFGKMGSYYINRTFFFDVHPPLGKMLIGLAGYLSGYDGTFLFQKPGDKYEHHSYMGMRGFCAFLGSWLVPFAYLTVLDLSKSLSAALLTAALLTFDTGCLTLSQYILLDPILMFFIMAAMLSMVKYNSCADRPFSAPWWFWLSLTGVSLAGALGVKFVGLFIILQVGLNTIADLWYLFGDLSLSLVTVGKHLTARVLCLIVLPLALYTATFAV.... Result: 0 (no interaction). (6) The miRNA is hsa-miR-7156-5p with sequence UUGUUCUCAAACUGGCUGUCAGA. The protein sequence of the target gene is MAAVAVLRNDSLQAFLQDRTPSASPDLGKHSPLALLAATCSRIGQPGAAAAPDFLQVPYDPALGSPSRLFHPWTADMPAHSPGALPPPHPSLGLTPQKTHLQPSFGAAHELPLTPPADPSYPYEFSPVKMLPSSMAALPASCAPAYVPYAAQAALPPGYSNLLPPPPPPPPPPTCRQLSPAPAPDDLPWWSIPQSGAGPGSSGVPGTSLSSACAGPPHAPRFPASAAAAAAAAAALQRGLVLGPSDFAQYQSQIAALLQTKAPLAATARRCRRCRCPNCQAAGGAPEAEPGKKKQHVCHV.... Result: 0 (no interaction).